This data is from Full USPTO retrosynthesis dataset with 1.9M reactions from patents (1976-2016). The task is: Predict the reactants needed to synthesize the given product. (1) Given the product [CH3:20][O:19][C:17]([C:13]1[CH:14]=[C:15]2[C:10](=[CH:11][CH:12]=1)[NH:9][C:8]([OH:7])=[C:16]2[C:22]1[C:31]2[CH2:30][CH2:29][CH2:28][CH2:27][C:26]=2[N:25]=[CH:24][N:23]=1)=[O:18], predict the reactants needed to synthesize it. The reactants are: CC(C)([O-])C.[Na+].[O:7]=[C:8]1[CH2:16][C:15]2[C:10](=[CH:11][CH:12]=[C:13]([C:17]([O:19][CH3:20])=[O:18])[CH:14]=2)[NH:9]1.Cl[C:22]1[C:31]2[CH2:30][CH2:29][CH2:28][CH2:27][C:26]=2[N:25]=[CH:24][N:23]=1. (2) Given the product [Cl:14][C:15]1[CH:16]=[C:17]([C:21]#[C:22][C:23]([NH:8][CH2:7][CH2:6][N:5]([CH3:4])[C:9]2[S:10][CH:11]=[N:12][N:13]=2)=[O:24])[CH:18]=[CH:19][CH:20]=1, predict the reactants needed to synthesize it. The reactants are: N=C=N.[CH3:4][N:5]([C:9]1[S:10][CH:11]=[N:12][N:13]=1)[CH2:6][CH2:7][NH2:8].[Cl:14][C:15]1[CH:16]=[C:17]([C:21]#[C:22][C:23](O)=[O:24])[CH:18]=[CH:19][CH:20]=1. (3) Given the product [Br:16][C:7]1[CH:6]=[C:5]([C:3]([OH:4])=[O:2])[C:10]2[O:11][CH2:12][CH2:13][CH2:14][CH2:15][C:9]=2[CH:8]=1, predict the reactants needed to synthesize it. The reactants are: C[O:2][C:3]([C:5]1[C:10]2[O:11][CH2:12][CH2:13][CH2:14][CH2:15][C:9]=2[CH:8]=[C:7]([Br:16])[CH:6]=1)=[O:4].[OH-].[K+].